This data is from Full USPTO retrosynthesis dataset with 1.9M reactions from patents (1976-2016). The task is: Predict the reactants needed to synthesize the given product. Given the product [C:1]([O:5][C:6]([N:8]1[CH2:13][CH2:12][N:11]([C:24]([C:22]2[S:23][C:16]3[C:17](=[N:18][CH:19]=[CH:20][C:15]=3[Cl:14])[CH:21]=2)=[O:25])[CH2:10][CH2:9]1)=[O:7])([CH3:4])([CH3:2])[CH3:3], predict the reactants needed to synthesize it. The reactants are: [C:1]([O:5][C:6]([N:8]1[CH2:13][CH2:12][NH:11][CH2:10][CH2:9]1)=[O:7])([CH3:4])([CH3:3])[CH3:2].[Cl:14][C:15]1[CH:20]=[CH:19][N:18]=[C:17]2[CH:21]=[C:22]([C:24]([O-])=[O:25])[S:23][C:16]=12.[Li+].